Dataset: Full USPTO retrosynthesis dataset with 1.9M reactions from patents (1976-2016). Task: Predict the reactants needed to synthesize the given product. (1) Given the product [CH:5]([O:4][C:2]([NH:30][CH2:29][C:25]1[CH:24]=[C:23]([CH:28]=[CH:27][CH:26]=1)[O:22][C:19]1[CH:20]=[CH:21][C:16]([O:15][C:12]([CH3:14])([CH3:13])[C:11]([OH:33])=[O:10])=[C:17]([CH3:31])[CH:18]=1)=[O:3])([CH3:7])[CH3:6], predict the reactants needed to synthesize it. The reactants are: Cl[C:2]([O:4][CH:5]([CH3:7])[CH3:6])=[O:3].C([O:10][C:11](=[O:33])[C:12]([O:15][C:16]1[CH:21]=[CH:20][C:19]([O:22][C:23]2[CH:28]=[CH:27][CH:26]=[C:25]([CH2:29][NH2:30])[CH:24]=2)=[CH:18][C:17]=1[CH2:31]C)([CH3:14])[CH3:13])C. (2) Given the product [CH2:2]1[C:10]2[C:5](=[CH:6][CH:7]=[CH:8][CH:9]=2)[CH2:4][CH:3]1[C@H:11]1[NH:16][C:15](=[O:17])[C@@H:14]([C@@H:18]([CH3:21])[CH2:19][CH3:20])[N:13]([C@H:22]([C:26]2[C:27]([CH3:33])=[N:28][C:29]([CH3:32])=[CH:30][CH:31]=2)[C:23]([N:35]2[CH2:40][CH2:39][O:38][CH2:37][CH2:36]2)=[O:24])[C:12]1=[O:34], predict the reactants needed to synthesize it. The reactants are: Cl.[CH2:2]1[C:10]2[C:5](=[CH:6][CH:7]=[CH:8][CH:9]=2)[CH2:4][CH:3]1[C@H:11]1[NH:16][C:15](=[O:17])[C@@H:14]([C@@H:18]([CH3:21])[CH2:19][CH3:20])[N:13]([CH:22]([C:26]2[C:27]([CH3:33])=[N:28][C:29]([CH3:32])=[CH:30][CH:31]=2)[C:23](O)=[O:24])[C:12]1=[O:34].[NH:35]1[CH2:40][CH2:39][O:38][CH2:37][CH2:36]1. (3) Given the product [C:10]([CH:12]([C:17]1([C:5]2[CH:6]=[CH:7][C:2]([F:1])=[CH:3][CH:4]=2)[CH2:22][CH2:21][O:20][CH2:19][CH2:18]1)[C:13]([O:15][CH3:16])=[O:14])#[N:11], predict the reactants needed to synthesize it. The reactants are: [F:1][C:2]1[CH:7]=[CH:6][C:5]([Mg]Br)=[CH:4][CH:3]=1.[C:10]([C:12](=[C:17]1[CH2:22][CH2:21][O:20][CH2:19][CH2:18]1)[C:13]([O:15][CH3:16])=[O:14])#[N:11].